This data is from Forward reaction prediction with 1.9M reactions from USPTO patents (1976-2016). The task is: Predict the product of the given reaction. (1) Given the reactants [CH2:1]([O:8][CH2:9][N:10]1[C:32](=[O:33])[C:31]([CH3:34])=[CH:30][N:12]([C@@H:13]2[O:20][C@H:17]([CH2:18][OH:19])[C@@:15]([CH2:21][O:22][CH2:23][C:24]3[CH:29]=[CH:28][CH:27]=[CH:26][CH:25]=3)([OH:16])[CH2:14]2)[C:11]1=[O:35])[C:2]1[CH:7]=[CH:6][CH:5]=[CH:4][CH:3]=1.C1CCC(N=C=NC2CCCCC2)CC1.P(=O)(O)(O)[OH:52], predict the reaction product. The product is: [CH2:1]([O:8][CH2:9][N:10]1[C:32](=[O:33])[C:31]([CH3:34])=[CH:30][N:12]([C@@H:13]2[O:20][C@H:17]([C:18](=[O:52])[OH:19])[C@@:15]([CH2:21][O:22][CH2:23][C:24]3[CH:29]=[CH:28][CH:27]=[CH:26][CH:25]=3)([OH:16])[CH2:14]2)[C:11]1=[O:35])[C:2]1[CH:3]=[CH:4][CH:5]=[CH:6][CH:7]=1. (2) The product is: [Cl:3][C:4]1[CH:9]=[C:8]([O:25][C:14]2[CH:13]=[C:12]([CH3:11])[C:17]([CH3:18])=[N:16][C:15]=2[C:19]2[CH:24]=[CH:23][CH:22]=[CH:21][N:20]=2)[CH:7]=[CH:6][N:5]=1. Given the reactants [H-].[Na+].[Cl:3][C:4]1[CH:9]=[C:8](Cl)[CH:7]=[CH:6][N:5]=1.[CH3:11][C:12]1[CH:13]=[C:14]([OH:25])[C:15]([C:19]2[CH:24]=[CH:23][CH:22]=[CH:21][N:20]=2)=[N:16][C:17]=1[CH3:18], predict the reaction product.